From a dataset of Full USPTO retrosynthesis dataset with 1.9M reactions from patents (1976-2016). Predict the reactants needed to synthesize the given product. (1) Given the product [CH3:18][C:19]1[N:20]=[C:21]([N:25]([CH2:46][O:47][CH2:48][CH2:49][O:50][CH3:51])[S:26]([C:29]2[S:30][CH:31]=[CH:32][C:33]=2[C:34]2[CH:45]=[CH:44][C:37]([CH2:38][N:5]3[C:6](=[O:15])[N:7]([C:9]4[CH:14]=[CH:13][CH:12]=[CH:11][N:10]=4)[N:8]=[C:4]3[CH2:1][CH2:2][CH3:3])=[CH:36][CH:35]=2)(=[O:28])=[O:27])[S:22][C:23]=1[CH3:24], predict the reactants needed to synthesize it. The reactants are: [CH2:1]([C:4]1[NH:5][C:6](=[O:15])[N:7]([C:9]2[CH:14]=[CH:13][CH:12]=[CH:11][N:10]=2)[N:8]=1)[CH2:2][CH3:3].[H-].[Na+].[CH3:18][C:19]1[N:20]=[C:21]([N:25]([CH2:46][O:47][CH2:48][CH2:49][O:50][CH3:51])[S:26]([C:29]2[S:30][CH:31]=[CH:32][C:33]=2[C:34]2[CH:45]=[CH:44][C:37]([CH2:38]OS(C)(=O)=O)=[CH:36][CH:35]=2)(=[O:28])=[O:27])[S:22][C:23]=1[CH3:24].O. (2) Given the product [CH3:19][C:18]1([CH3:23])[O:1][C@@H:2]([C:3]([O:5][CH2:6][C:7]2[CH:12]=[CH:11][CH:10]=[CH:9][CH:8]=2)=[O:4])[C:13]([CH3:14])([CH3:15])[O:16]1, predict the reactants needed to synthesize it. The reactants are: [OH:1][C@H:2]([C:13]([OH:16])([CH3:15])[CH3:14])[C:3]([O:5][CH2:6][C:7]1[CH:12]=[CH:11][CH:10]=[CH:9][CH:8]=1)=[O:4].O.[C:18]1(C)[CH:23]=CC(S(O)(=O)=O)=C[CH:19]=1. (3) The reactants are: [C:1]([C:3]1[CH:8]=[CH:7][C:6]([N:9]([CH2:15][C:16]([F:19])([F:18])[F:17])[CH2:10][C:11](=[NH:14])[NH:12][OH:13])=[CH:5][C:4]=1[C:20]([F:23])([F:22])[F:21])#[N:2].[C:24](Cl)(=O)[CH:25]([CH3:27])[CH3:26]. Given the product [CH3:24][CH:25]([C:27]1[O:13][N:12]=[C:11]([CH2:10][N:9]([CH2:15][C:16]([F:17])([F:18])[F:19])[C:6]2[CH:7]=[CH:8][C:3]([C:1]#[N:2])=[C:4]([C:20]([F:22])([F:21])[F:23])[CH:5]=2)[N:14]=1)[CH3:26], predict the reactants needed to synthesize it. (4) Given the product [Cl:23][C:24]1[CH:29]=[CH:28][CH:27]=[CH:26][C:25]=1[S:30]([NH:2][CH:3]1[CH2:22][C@@H:6]2[C:7](=[O:21])[N:8]([C:10]3[CH:11]=[CH:12][C:13]([O:16][C:17]([F:18])([F:19])[F:20])=[CH:14][CH:15]=3)[CH2:9][C@@H:5]2[CH2:4]1)(=[O:32])=[O:31], predict the reactants needed to synthesize it. The reactants are: Cl.[NH2:2][CH:3]1[CH2:22][CH:6]2[C:7](=[O:21])[N:8]([C:10]3[CH:15]=[CH:14][C:13]([O:16][C:17]([F:20])([F:19])[F:18])=[CH:12][CH:11]=3)[CH2:9][CH:5]2[CH2:4]1.[Cl:23][C:24]1[CH:29]=[CH:28][CH:27]=[CH:26][C:25]=1[S:30](Cl)(=[O:32])=[O:31].CCN(CC)CC. (5) Given the product [C:35]([C:32]1([C:37]2[CH:42]=[CH:41][CH:40]=[CH:39][CH:38]=2)[CH2:33][CH2:34][N:29]([C:27]([C@:11]23[CH2:23][CH2:22][C@@H:21]([C:24]([CH3:26])=[CH2:25])[C@@H:12]2[C@@H:13]2[C@@:8]([CH3:43])([CH2:9][CH2:10]3)[C@@:7]3([CH3:44])[C@@H:16]([C@:17]4([CH3:20])[C@@H:4]([CH2:5][CH2:6]3)[C:3]([CH3:46])([CH3:45])[C@@H:2]([O:1][C:57](=[O:59])[CH2:58][C:54]([CH3:61])([CH3:53])[C:55]([OH:60])=[O:56])[CH2:19][CH2:18]4)[CH2:15][CH2:14]2)=[O:28])[CH2:30][CH2:31]1)#[N:36], predict the reactants needed to synthesize it. The reactants are: [OH:1][C@H:2]1[CH2:19][CH2:18][C@@:17]2([CH3:20])[C@@H:4]([CH2:5][CH2:6][C@:7]3([CH3:44])[C@@H:16]2[CH2:15][CH2:14][C@H:13]2[C@@:8]3([CH3:43])[CH2:9][CH2:10][C@@:11]3([C:27]([N:29]4[CH2:34][CH2:33][C:32]([C:37]5[CH:42]=[CH:41][CH:40]=[CH:39][CH:38]=5)([C:35]#[N:36])[CH2:31][CH2:30]4)=[O:28])[CH2:23][CH2:22][C@@H:21]([C:24]([CH3:26])=[CH2:25])[C@@H:12]32)[C:3]1([CH3:46])[CH3:45].N1C=CC=CC=1.[CH3:53][C:54]1([CH3:61])[CH2:58][C:57](=[O:59])[O:56][C:55]1=[O:60]. (6) Given the product [Cl:1][C:2]1[CH:7]=[CH:6][C:5]([C:8]2[S:12][C:11]([NH:13][C:14](=[O:32])[CH2:15][CH2:16][CH2:17][NH:18][C@H:19]([C:24]([O:26][C:27]([CH3:31])([CH3:28])[CH3:39])=[O:25])[CH2:20][CH:21]([CH3:22])[CH3:23])=[N:10][C:9]=2[CH3:33])=[CH:4][C:3]=1[S:34]([CH3:37])(=[O:35])=[O:36], predict the reactants needed to synthesize it. The reactants are: [Cl:1][C:2]1[CH:7]=[CH:6][C:5]([C:8]2[S:12][C:11]([NH:13][C:14](=[O:32])[CH2:15][CH2:16][CH2:17][NH:18][C@H:19]([C:24]([O:26][CH:27]3[CH2:31]CC[CH2:28]3)=[O:25])[CH2:20][CH:21]([CH3:23])[CH3:22])=[N:10][C:9]=2[CH3:33])=[CH:4][C:3]=1[S:34]([CH3:37])(=[O:36])=[O:35].Cl.[CH3:39]COCC. (7) The reactants are: O[C:2]1[C:11]2[C:6](=[CH:7][CH:8]=[CH:9][CH:10]=2)[N:5]=[C:4]([CH2:12][O:13][C:14]2[CH:19]=[CH:18][CH:17]=[CH:16][CH:15]=2)[N:3]=1.C(N(CCC)CCC)CC.P(Cl)(Cl)([Cl:32])=O. Given the product [Cl:32][C:2]1[C:11]2[C:6](=[CH:7][CH:8]=[CH:9][CH:10]=2)[N:5]=[C:4]([CH2:12][O:13][C:14]2[CH:19]=[CH:18][CH:17]=[CH:16][CH:15]=2)[N:3]=1, predict the reactants needed to synthesize it.